Dataset: Forward reaction prediction with 1.9M reactions from USPTO patents (1976-2016). Task: Predict the product of the given reaction. (1) Given the reactants C[O:2][C:3]1[CH:8]=[CH:7][C:6]([N:9]2[CH2:14][CH2:13][N:12]([CH2:15][CH2:16][C:17]3[CH:22]=[CH:21][CH:20]=[CH:19][CH:18]=3)[CH2:11][CH2:10]2)=[CH:5][C:4]=1[CH3:23].[Cl-].[NH+]1C=CC=CC=1.C(=O)([O-])O.[Na+], predict the reaction product. The product is: [CH3:23][C:4]1[CH:5]=[C:6]([N:9]2[CH2:10][CH2:11][N:12]([CH2:15][CH2:16][C:17]3[CH:18]=[CH:19][CH:20]=[CH:21][CH:22]=3)[CH2:13][CH2:14]2)[CH:7]=[CH:8][C:3]=1[OH:2]. (2) Given the reactants [CH3:1][O:2][C:3]1[C:8]2[O:9][CH2:10][O:11][C:7]=2[CH:6]=[C:5]([C:12](OC)=[O:13])[CH:4]=1.Cl.C(OCC)(=O)C.CCCCCC, predict the reaction product. The product is: [CH3:1][O:2][C:3]1[C:8]2[O:9][CH2:10][O:11][C:7]=2[CH:6]=[C:5]([CH2:12][OH:13])[CH:4]=1. (3) Given the reactants [Si:1]([O:8][C@H:9]1[CH2:18][C:17]([CH3:20])([CH3:19])[CH2:16][C:15]2[N:14]=[C:13]([CH:21]([CH3:23])[CH3:22])[C:12]([C:24]([C:26]3[CH:27]=[N:28][C:29]([C:32]([F:35])([F:34])[F:33])=[CH:30][CH:31]=3)=[O:25])=[C:11]([I:36])[C:10]1=2)([C:4]([CH3:7])([CH3:6])[CH3:5])([CH3:3])[CH3:2].[H-].[Al+3].[Li+].[H-].[H-].[H-], predict the reaction product. The product is: [Si:1]([O:8][C@H:9]1[CH2:18][C:17]([CH3:19])([CH3:20])[CH2:16][C:15]2[N:14]=[C:13]([CH:21]([CH3:23])[CH3:22])[C:12]([C@@H:24]([C:26]3[CH:27]=[N:28][C:29]([C:32]([F:33])([F:34])[F:35])=[CH:30][CH:31]=3)[OH:25])=[C:11]([I:36])[C:10]1=2)([C:4]([CH3:6])([CH3:7])[CH3:5])([CH3:2])[CH3:3]. (4) Given the reactants O[CH2:2][C:3]1[CH:4]=[CH:5][C:6]2[C:15]3[NH:14][CH2:13][CH2:12][CH2:11][C:10]=3[C:9](=[O:16])[N:8]([CH2:17][O:18][CH3:19])[C:7]=2[CH:20]=1.S(Cl)([Cl:23])=O.C(=O)(O)[O-].[Na+], predict the reaction product. The product is: [Cl:23][CH2:2][C:3]1[CH:4]=[CH:5][C:6]2[C:15]3[NH:14][CH2:13][CH2:12][CH2:11][C:10]=3[C:9](=[O:16])[N:8]([CH2:17][O:18][CH3:19])[C:7]=2[CH:20]=1.